The task is: Binary Classification. Given a drug SMILES string, predict its activity (active/inactive) in a high-throughput screening assay against a specified biological target.. This data is from Orexin1 receptor HTS with 218,158 compounds and 233 confirmed actives. The drug is S(=O)(=O)(N1C(OCCC1)CNC(=O)C(=O)NCC)c1c(cc(F)cc1)C. The result is 0 (inactive).